From a dataset of NCI-60 drug combinations with 297,098 pairs across 59 cell lines. Regression. Given two drug SMILES strings and cell line genomic features, predict the synergy score measuring deviation from expected non-interaction effect. Drug 1: C1=CC(=CC=C1C#N)C(C2=CC=C(C=C2)C#N)N3C=NC=N3. Drug 2: CCN(CC)CCCC(C)NC1=C2C=C(C=CC2=NC3=C1C=CC(=C3)Cl)OC. Cell line: NCIH23. Synergy scores: CSS=5.18, Synergy_ZIP=-7.22, Synergy_Bliss=-3.21, Synergy_Loewe=-8.85, Synergy_HSA=-3.02.